This data is from Full USPTO retrosynthesis dataset with 1.9M reactions from patents (1976-2016). The task is: Predict the reactants needed to synthesize the given product. (1) The reactants are: [Br:1][C:2]1[CH:3]=[C:4]([NH:8]N=C2CCCNC2=O)[CH:5]=[CH:6][CH:7]=1.[C:17](=[O:20])([O-])[O-].[Na+].[Na+]. Given the product [Br:1][C:2]1[CH:3]=[C:4]2[C:5]([C:2]3[CH2:3][CH2:4][NH:8][C:17](=[O:20])[C:7]=3[NH:8]2)=[CH:6][CH:7]=1, predict the reactants needed to synthesize it. (2) Given the product [NH2:1][C:4]1[CH:9]=[CH:8][C:7]([CH:10]2[CH2:11][CH2:12][N:13]([C:16]([O:18][C:19]([CH3:22])([CH3:21])[CH3:20])=[O:17])[CH2:14][CH2:15]2)=[CH:6][CH:5]=1, predict the reactants needed to synthesize it. The reactants are: [N+:1]([C:4]1[CH:9]=[CH:8][C:7]([CH:10]2[CH2:15][CH2:14][N:13]([C:16]([O:18][C:19]([CH3:22])([CH3:21])[CH3:20])=[O:17])[CH2:12][CH2:11]2)=[CH:6][CH:5]=1)([O-])=O. (3) Given the product [N+:16]([C:4]1[CH:3]=[C:2]([C:30]2[CH:31]=[CH:32][S:28][CH:29]=2)[CH:7]=[CH:6][C:5]=1[NH:8][C:9](=[O:15])[O:10][C:11]([CH3:14])([CH3:13])[CH3:12])([O-:18])=[O:17], predict the reactants needed to synthesize it. The reactants are: Br[C:2]1[CH:7]=[CH:6][C:5]([NH:8][C:9](=[O:15])[O:10][C:11]([CH3:14])([CH3:13])[CH3:12])=[C:4]([N+:16]([O-:18])=[O:17])[CH:3]=1.C([O-])([O-])=O.[K+].[K+].C(O)C.[S:28]1[CH:32]=[CH:31][C:30](B(O)O)=[CH:29]1. (4) The reactants are: [F:1][C@:2]([C:7]1[CH:12]=[CH:11][C:10]([O:13][S:14]([C:17]([F:20])([F:19])[F:18])(=[O:16])=[O:15])=[CH:9][CH:8]=1)([CH3:6])[C:3](O)=[O:4].Cl.[CH3:22][NH:23][OH:24]. Given the product [F:18][C:17]([F:20])([F:19])[S:14]([O:13][C:10]1[CH:11]=[CH:12][C:7]([C@@:2]([F:1])([CH3:6])[C:3]([N:23]([OH:24])[CH3:22])=[O:4])=[CH:8][CH:9]=1)(=[O:16])=[O:15], predict the reactants needed to synthesize it. (5) Given the product [CH:63]1([NH:62][C:60](=[O:61])[CH:59]([OH:66])[C@@H:58]([NH:57][C:16](=[O:17])[C@@H:15]([NH:19][C@@H:20]([C:25]2[CH:26]=[CH:27][C:28]([F:31])=[CH:29][CH:30]=2)[C:21]([F:23])([F:24])[F:22])[CH2:14][S:11]([C:7]2[CH:8]=[CH:9][CH:10]=[C:5]([S:2]([CH3:1])(=[O:3])=[O:4])[CH:6]=2)(=[O:13])=[O:12])[CH2:67][CH3:68])[CH2:64][CH2:65]1, predict the reactants needed to synthesize it. The reactants are: [CH3:1][S:2]([C:5]1[CH:6]=[C:7]([S:11]([CH2:14][C@H:15]([NH:19][C@@H:20]([C:25]2[CH:30]=[CH:29][C:28]([F:31])=[CH:27][CH:26]=2)[C:21]([F:24])([F:23])[F:22])[C:16](O)=[O:17])(=[O:13])=[O:12])[CH:8]=[CH:9][CH:10]=1)(=[O:4])=[O:3].CN(C(ON1N=NC2C=CC=NC1=2)=[N+](C)C)C.F[P-](F)(F)(F)(F)F.Cl.[NH2:57][C@@H:58]([CH2:67][CH3:68])[CH:59]([OH:66])[C:60]([NH:62][CH:63]1[CH2:65][CH2:64]1)=[O:61].CCN(C(C)C)C(C)C.